Predict the reaction yield, written as a fraction of the theoretical maximum amount of product (1.0 means a 100% yield; for example, 0.34 means a 34% yield). From a dataset of Reaction yield outcomes from USPTO patents with 853,638 reactions. (1) The reactants are [NH2:1][C:2]1[N:7]2[CH:8]=[C:9]([CH3:11])[N:10]=[C:6]2[C:5]([C:12]([O:14]C)=[O:13])=[CH:4][C:3]=1[Cl:16].[OH-].[Li+].[CH3:19]O. No catalyst specified. The product is [CH3:19][C:8]1[N:7]2[C:2]([NH2:1])=[C:3]([Cl:16])[CH:4]=[C:5]([C:12]([OH:14])=[O:13])[C:6]2=[N:10][C:9]=1[CH3:11]. The yield is 0.960. (2) The reactants are [NH:1]1[CH2:5][CH2:4][C:3]2([CH2:10][CH:9]3[CH2:11][N:6]2[CH2:7][CH2:8]3)[CH2:2]1.Br[C:13]1[CH:14]=[N:15][CH:16]=[CH:17][CH:18]=1.CC(C)([O-])C.[K+]. The catalyst is C1(C)C=CC=CC=1.C1C=CC(/C=C/C(/C=C/C2C=CC=CC=2)=O)=CC=1.C1C=CC(/C=C/C(/C=C/C2C=CC=CC=2)=O)=CC=1.C1C=CC(/C=C/C(/C=C/C2C=CC=CC=2)=O)=CC=1.[Pd].[Pd].C1(P(C2C=CC=CC=2)C2C=CC3C(=CC=CC=3)C=2C2C3C(=CC=CC=3)C=CC=2P(C2C=CC=CC=2)C2C=CC=CC=2)C=CC=CC=1. The product is [N:15]1[CH:16]=[CH:17][CH:18]=[C:13]([N:1]2[CH2:5][CH2:4][C:3]3([CH2:10][CH:9]4[CH2:11][N:6]3[CH2:7][CH2:8]4)[CH2:2]2)[CH:14]=1. The yield is 0.790. (3) The reactants are [NH2:1][C:2]1[CH:15]=[C:14]([O:16][CH3:17])[CH:13]=[CH:12][C:3]=1[C:4]([C:6]1C=CC=CC=1)=[O:5].[CH:18]([C:21]1[N:22]=[C:23]([C:26](O)=[O:27])[S:24][CH:25]=1)(C)C.O=P(Cl)(Cl)Cl. The catalyst is N1C=CC=CC=1. The product is [C:4]([C:3]1[CH:12]=[CH:13][C:14]([O:16][CH3:17])=[CH:15][C:2]=1[NH:1][C:26]([C:23]1[S:24][CH:25]=[C:21]([CH3:18])[N:22]=1)=[O:27])(=[O:5])[CH3:6]. The yield is 0.510. (4) The reactants are [F:1][C:2]1[CH:3]=[N:4][CH:5]=[C:6]([N:8]2[CH:12]=[CH:11][C:10]([CH3:13])=[N:9]2)[CH:7]=1.[I:14](O)(=O)=O.II.[S].S([O-])([O-])(=O)=S.[Na+].[Na+]. The catalyst is C(O)(=O)C. The product is [F:1][C:2]1[CH:3]=[N:4][CH:5]=[C:6]([N:8]2[CH:12]=[C:11]([I:14])[C:10]([CH3:13])=[N:9]2)[CH:7]=1. The yield is 0.830. (5) The reactants are Br[C:2]1[CH:3]=[C:4]([CH:18]=[CH:19][CH:20]=1)[CH2:5][N:6]([CH2:15][CH2:16][CH3:17])[C:7](=[O:14])[C:8]1[CH:13]=[CH:12][CH:11]=[CH:10][CH:9]=1.[CH:21]([C:23]1[CH:28]=[CH:27][C:26](B(O)O)=[CH:25][CH:24]=1)=[O:22]. No catalyst specified. The product is [CH:21]([C:23]1[CH:28]=[CH:27][C:26]([C:2]2[CH:20]=[CH:19][CH:18]=[C:4]([CH2:5][N:6]([CH2:15][CH2:16][CH3:17])[C:7](=[O:14])[C:8]3[CH:13]=[CH:12][CH:11]=[CH:10][CH:9]=3)[CH:3]=2)=[CH:25][CH:24]=1)=[O:22]. The yield is 0.530. (6) The reactants are [Cl:1][C:2]1[CH:7]=[CH:6][C:5]([CH:8]([CH2:13]O)[C:9]([O:11][CH3:12])=[O:10])=[CH:4][CH:3]=1.C(N(CC)CC)C.CS(Cl)(=O)=O. The catalyst is C(Cl)Cl. The product is [Cl:1][C:2]1[CH:3]=[CH:4][C:5]([C:8](=[CH2:13])[C:9]([O:11][CH3:12])=[O:10])=[CH:6][CH:7]=1. The yield is 0.730.